This data is from Catalyst prediction with 721,799 reactions and 888 catalyst types from USPTO. The task is: Predict which catalyst facilitates the given reaction. Reactant: [C:1]([C:5]([CH2:12][O:13][CH3:14])([C:9]([O-])=[O:10])[C:6]([O-])=[O:7])([CH3:4])([CH3:3])[CH3:2].[H-].[Al+3].[Li+].[H-].[H-].[H-].C(C(COC)(C(OCC)=O)C(OCC)=O)(C)(C)C.[OH-].[Na+].S([O-])([O-])(=O)=O.[Na+].[Na+]. Product: [OH:10][CH2:9][C:5]([CH2:12][O:13][CH3:14])([C:1]([CH3:4])([CH3:2])[CH3:3])[CH2:6][OH:7]. The catalyst class is: 280.